This data is from Full USPTO retrosynthesis dataset with 1.9M reactions from patents (1976-2016). The task is: Predict the reactants needed to synthesize the given product. (1) The reactants are: [H-].[Na+].[CH3:3][OH:4].Br[C:6]1[CH:7]=[C:8]([CH:11]=[C:12]([O:15][CH2:16][CH3:17])[C:13]=1[OH:14])[CH:9]=[O:10]. Given the product [CH2:16]([O:15][C:12]1[CH:11]=[C:8]([CH:7]=[C:6]([O:4][CH3:3])[C:13]=1[OH:14])[CH:9]=[O:10])[CH3:17], predict the reactants needed to synthesize it. (2) Given the product [C:3]([C:5]1[CH:6]=[C:7]([CH3:36])[C:8]2[N:12]=[C:11]([CH2:13][CH2:14][CH3:15])[N:10]([CH2:16][C:17]3[CH:34]=[CH:33][C:20]4/[C:21](=[CH:30]/[C:31]#[N:32])/[C:22]5[CH:29]=[CH:28][CH:27]=[CH:26][C:23]=5[CH2:24][CH2:25][C:19]=4[CH:18]=3)[C:9]=2[CH:35]=1)([OH:4])=[O:2], predict the reactants needed to synthesize it. The reactants are: C[O:2][C:3]([C:5]1[CH:6]=[C:7]([CH3:36])[C:8]2[N:12]=[C:11]([CH2:13][CH2:14][CH3:15])[N:10]([CH2:16][C:17]3[CH:34]=[CH:33][C:20]4/[C:21](=[CH:30]/[C:31]#[N:32])/[C:22]5[CH:29]=[CH:28][CH:27]=[CH:26][C:23]=5[CH2:24][CH2:25][C:19]=4[CH:18]=3)[C:9]=2[CH:35]=1)=[O:4].[OH-].[Na+].Cl. (3) Given the product [CH3:25][S:26]([C:29]1[CH:34]=[C:33]([C:2]2[CH:7]=[CH:6][CH:5]=[C:4]([CH:8]([C:19]3[CH:20]=[CH:21][CH:22]=[CH:23][CH:24]=3)[CH2:9]/[C:10](/[C:13]3[CH:14]=[CH:15][N:16]=[CH:17][CH:18]=3)=[N:11]\[OH:12])[CH:3]=2)[CH:32]=[CH:31][CH:30]=1)(=[O:28])=[O:27], predict the reactants needed to synthesize it. The reactants are: Br[C:2]1[CH:3]=[C:4]([CH:8]([C:19]2[CH:24]=[CH:23][CH:22]=[CH:21][CH:20]=2)[CH2:9]/[C:10](/[C:13]2[CH:18]=[CH:17][N:16]=[CH:15][CH:14]=2)=[N:11]\[OH:12])[CH:5]=[CH:6][CH:7]=1.[CH3:25][S:26]([C:29]1[CH:30]=[C:31](B(O)O)[CH:32]=[CH:33][CH:34]=1)(=[O:28])=[O:27]. (4) The reactants are: [CH2:1]([O:3][C:4]12[CH2:11][O:10][CH2:9][CH:8]1[S:7][C:6]([NH:12][C:13]([C:15]13[CH2:24][CH:19]4[CH2:20][CH:21]([CH2:23][CH:17]([CH2:18]4)[CH2:16]1)[CH2:22]3)=[O:14])=[N:5]2)[CH3:2].[CH3:25][O:26][CH2:27][CH2:28]Br. Given the product [CH2:1]([O:3][C:4]12[CH2:11][O:10][CH2:9][CH:8]1[S:7]/[C:6](=[N:12]\[C:13]([C:15]13[CH2:24][CH:19]4[CH2:20][CH:21]([CH2:23][CH:17]([CH2:18]4)[CH2:16]1)[CH2:22]3)=[O:14])/[N:5]2[CH2:28][CH2:27][O:26][CH3:25])[CH3:2], predict the reactants needed to synthesize it. (5) Given the product [CH3:1][O:2][C:3](=[O:44])[CH2:4][N:5]([C:6]1[CH:7]=[CH:8][C:9]([CH2:12][N:13]2[CH:17]=[C:16]([C:18]3[CH:23]=[CH:22][C:21]([Cl:24])=[CH:20][C:19]=3[Cl:25])[N:15]=[C:14]2/[CH:26]=[CH:27]/[C:28]2[CH:33]=[CH:32][C:31]([C:34]3[CH:35]=[CH:36][C:37]([C:40]([F:42])([F:43])[F:41])=[CH:38][CH:39]=3)=[CH:30][CH:29]=2)=[CH:10][CH:11]=1)[CH3:46], predict the reactants needed to synthesize it. The reactants are: [CH3:1][O:2][C:3](=[O:44])[CH2:4][NH:5][C:6]1[CH:11]=[CH:10][C:9]([CH2:12][N:13]2[CH:17]=[C:16]([C:18]3[CH:23]=[CH:22][C:21]([Cl:24])=[CH:20][C:19]=3[Cl:25])[N:15]=[C:14]2/[CH:26]=[CH:27]/[C:28]2[CH:33]=[CH:32][C:31]([C:34]3[CH:39]=[CH:38][C:37]([C:40]([F:43])([F:42])[F:41])=[CH:36][CH:35]=3)=[CH:30][CH:29]=2)=[CH:8][CH:7]=1.I[CH3:46].